Task: Regression. Given two drug SMILES strings and cell line genomic features, predict the synergy score measuring deviation from expected non-interaction effect.. Dataset: NCI-60 drug combinations with 297,098 pairs across 59 cell lines (1) Drug 1: CCC(=C(C1=CC=CC=C1)C2=CC=C(C=C2)OCCN(C)C)C3=CC=CC=C3.C(C(=O)O)C(CC(=O)O)(C(=O)O)O. Drug 2: CC1=C(C=C(C=C1)NC(=O)C2=CC=C(C=C2)CN3CCN(CC3)C)NC4=NC=CC(=N4)C5=CN=CC=C5. Cell line: SK-MEL-5. Synergy scores: CSS=6.07, Synergy_ZIP=-3.76, Synergy_Bliss=-1.47, Synergy_Loewe=-0.440, Synergy_HSA=-0.440. (2) Drug 1: CC1=C2C(C(=O)C3(C(CC4C(C3C(C(C2(C)C)(CC1OC(=O)C(C(C5=CC=CC=C5)NC(=O)OC(C)(C)C)O)O)OC(=O)C6=CC=CC=C6)(CO4)OC(=O)C)OC)C)OC. Drug 2: CC1=C(C(=O)C2=C(C1=O)N3CC4C(C3(C2COC(=O)N)OC)N4)N. Cell line: K-562. Synergy scores: CSS=41.0, Synergy_ZIP=-5.61, Synergy_Bliss=-7.80, Synergy_Loewe=-20.5, Synergy_HSA=-5.11.